This data is from Forward reaction prediction with 1.9M reactions from USPTO patents (1976-2016). The task is: Predict the product of the given reaction. (1) Given the reactants [CH2:1]([O:3][C:4]1[CH:5]=[C:6]([C:13]([O:21]C)(OC)[CH2:14][CH2:15][C:16]([O-:18])=O)[CH:7]=[CH:8][C:9]=1[O:10][CH2:11][CH3:12])[CH3:2].[K+].C(N(CC)CC)C.ClC1C=C(Cl)C=C(Cl)C=1C(Cl)=O.[CH2:43]([N:50]1[C:54]([C:55]2[CH:60]=[CH:59][CH:58]=[CH:57][CH:56]=2)=[C:53]([NH2:61])[CH:52]=[N:51]1)[C:44]1[CH:49]=[CH:48][CH:47]=[CH:46][CH:45]=1, predict the reaction product. The product is: [CH2:43]([N:50]1[C:54]([C:55]2[CH:56]=[CH:57][CH:58]=[CH:59][CH:60]=2)=[C:53]([NH:61][C:16](=[O:18])[CH2:15][CH2:14][C:13]([C:6]2[CH:7]=[CH:8][C:9]([O:10][CH2:11][CH3:12])=[C:4]([O:3][CH2:1][CH3:2])[CH:5]=2)=[O:21])[CH:52]=[N:51]1)[C:44]1[CH:45]=[CH:46][CH:47]=[CH:48][CH:49]=1. (2) Given the reactants BrC1[C:7]2[O:8]CC[O:11][C:6]=2C(NC(=O)C)=CC=1.C(C1C2CCCCC=2C(NC(=O)C)=CC=1)#N.[OH:32][C@H:33]1[C@@H:40]2[N:36]([C:37](=[O:54])[N:38]([C:42]3[C:51]4CCCC[C:46]=4[C:45]([C:52]#[N:53])=[CH:44][CH:43]=3)[C:39]2=[O:41])[CH2:35][CH2:34]1.C(O)(C)C, predict the reaction product. The product is: [OH:32][C@H:33]1[C@@H:40]2[N:36]([C:37](=[O:54])[N:38]([C:42]3[C:51]4[O:8][CH2:7][CH2:6][O:11][C:46]=4[C:45]([C:52]#[N:53])=[CH:44][CH:43]=3)[C:39]2=[O:41])[CH2:35][CH2:34]1. (3) Given the reactants Cl[C:2]1[CH:3]=[CH:4][C:5]2[CH2:6][N:7]([CH3:16])[CH2:8][CH:9]([CH:13]3[CH2:15][CH2:14]3)[O:10][C:11]=2[N:12]=1.[CH3:17][O:18][C:19]1[CH:20]=[C:21]([CH:23]=[CH:24][C:25]=1[N:26]1[CH:30]=[C:29]([CH3:31])[N:28]=[CH:27]1)[NH2:22].C(=O)([O-])[O-].[Cs+].[Cs+], predict the reaction product. The product is: [CH:13]1([CH:9]2[CH2:8][N:7]([CH3:16])[CH2:6][C:5]3[CH:4]=[CH:3][C:2]([NH:22][C:21]4[CH:23]=[CH:24][C:25]([N:26]5[CH:30]=[C:29]([CH3:31])[N:28]=[CH:27]5)=[C:19]([O:18][CH3:17])[CH:20]=4)=[N:12][C:11]=3[O:10]2)[CH2:15][CH2:14]1. (4) Given the reactants [Cl:1][C:2]1[C:7]2[N:8]=[C:9]([CH3:11])[S:10][C:6]=2[C:5](I)=[CH:4][N:3]=1.C([O:16][B:17](OC(C)C)[O:18]C(C)C)(C)C.C([Li])CCC.Cl, predict the reaction product. The product is: [Cl:1][C:2]1[C:7]2[N:8]=[C:9]([CH3:11])[S:10][C:6]=2[C:5]([B:17]([OH:18])[OH:16])=[CH:4][N:3]=1. (5) Given the reactants [F:1][C:2]1[CH:3]=[C:4]([C@H:9]([NH:18][C:19]2[NH:20][C:21](=[O:29])[N:22]([CH:26]([CH3:28])[CH3:27])[C:23](=[O:25])[CH:24]=2)[CH2:10][C:11]([O:13]C(C)(C)C)=O)[CH:5]=[CH:6][C:7]=1[F:8].C1(C)C=CC=CC=1.C(O)(C(F)(F)F)=O.FC1C=C([C@H](NC2NC(=O)N(C(C)C)C(=O)C=2)CC(O)=O)C=CC=1F, predict the reaction product. The product is: [F:1][C:2]1[CH:3]=[C:4]([C@@H:9]2[NH:18][C:19]3[NH:20][C:21](=[O:29])[N:22]([CH:26]([CH3:27])[CH3:28])[C:23](=[O:25])[C:24]=3[C:11](=[O:13])[CH2:10]2)[CH:5]=[CH:6][C:7]=1[F:8]. (6) Given the reactants Cl[C:2]1[N:7]=[C:6]([NH:8][C:9]2[CH:23]=[CH:22][C:12]([O:13][CH2:14][CH2:15][CH2:16][C:17]([O:19][CH2:20][CH3:21])=[O:18])=[CH:11][CH:10]=2)[C:5]([N+:24]([O-:26])=[O:25])=[CH:4][N:3]=1.[NH2:27][C:28]1[CH:33]=[CH:32][C:31]([CH2:34][CH2:35][CH2:36][NH:37][C:38](=[O:44])[O:39][C:40]([CH3:43])([CH3:42])[CH3:41])=[CH:30][CH:29]=1.CCN(C(C)C)C(C)C, predict the reaction product. The product is: [CH2:20]([O:19][C:17](=[O:18])[CH2:16][CH2:15][CH2:14][O:13][C:12]1[CH:22]=[CH:23][C:9]([NH:8][C:6]2[C:5]([N+:24]([O-:26])=[O:25])=[CH:4][N:3]=[C:2]([NH:27][C:28]3[CH:29]=[CH:30][C:31]([CH2:34][CH2:35][CH2:36][NH:37][C:38]([O:39][C:40]([CH3:43])([CH3:42])[CH3:41])=[O:44])=[CH:32][CH:33]=3)[N:7]=2)=[CH:10][CH:11]=1)[CH3:21].